From a dataset of Full USPTO retrosynthesis dataset with 1.9M reactions from patents (1976-2016). Predict the reactants needed to synthesize the given product. (1) Given the product [OH:35][C:32]1[CH:31]=[CH:30][C:29](/[C:27](/[C:8]2[CH:7]=[CH:6][C:5]([CH:4]=[O:12])=[CH:10][CH:9]=2)=[C:26](\[C:20]2[CH:21]=[CH:22][CH:23]=[CH:24][CH:25]=2)/[CH2:42][CH3:43])=[CH:34][CH:33]=1, predict the reactants needed to synthesize it. The reactants are: CCO[CH:4]([O:12]CC)[C:5]1[CH:10]=[CH:9][C:8](Br)=[CH:7][CH:6]=1.[Li]CCCC.[C:20]1([CH:26]([CH2:42][CH3:43])[C:27]([C:29]2[CH:34]=[CH:33][C:32]([O:35]C3CCCCO3)=[CH:31][CH:30]=2)=O)[CH:25]=[CH:24][CH:23]=[CH:22][CH:21]=1. (2) Given the product [Br:1][C:2]1[CH:7]=[CH:6][C:5]([C@H:8]2[CH2:10][C@@H:9]2[CH2:11][CH2:12][OH:21])=[CH:4][CH:3]=1, predict the reactants needed to synthesize it. The reactants are: [Br:1][C:2]1[CH:7]=[CH:6][C:5]([C@H:8]2[CH2:10][C@@H:9]2[CH:11]=[CH2:12])=[CH:4][CH:3]=1.CCCCCC.C(OCC)(=[O:21])C. (3) Given the product [NH:16]=[C:15]1[C:14]2[C:13](=[CH:20][CH:19]=[CH:18][CH:17]=2)[C:12](=[NH:22])[NH:21]1, predict the reactants needed to synthesize it. The reactants are: C1(=O)OC(=O)C2=CC=CC=C12.[C:12](#[N:21])[C:13]1[C:14](=[CH:17][CH:18]=[CH:19][CH:20]=1)[C:15]#[N:16].[NH3:22].